Dataset: Reaction yield outcomes from USPTO patents with 853,638 reactions. Task: Predict the reaction yield, written as a fraction of the theoretical maximum amount of product (1.0 means a 100% yield; for example, 0.34 means a 34% yield). (1) The reactants are [CH:1]1([N:6]2[C:14]3[CH:13]=[C:12](B4OC(C)(C)C(C)(C)O4)[CH:11]=[C:10]([C:24]([NH:26][CH2:27][C:28]4[C:29](=[O:36])[NH:30][C:31]([CH3:35])=[CH:32][C:33]=4[CH3:34])=[O:25])[C:9]=3[CH:8]=[N:7]2)[CH2:5][CH2:4][CH2:3][CH2:2]1.Br[C:38]1[CH:45]=[CH:44][C:41]([CH:42]=[O:43])=[CH:40][N:39]=1.C([O-])([O-])=O.[Cs+].[Cs+]. The catalyst is O1CCOCC1.O.O.C1C=CC([P]([Pd]([P](C2C=CC=CC=2)(C2C=CC=CC=2)C2C=CC=CC=2)([P](C2C=CC=CC=2)(C2C=CC=CC=2)C2C=CC=CC=2)[P](C2C=CC=CC=2)(C2C=CC=CC=2)C2C=CC=CC=2)(C2C=CC=CC=2)C2C=CC=CC=2)=CC=1. The product is [CH:1]1([N:6]2[C:14]3[CH:13]=[C:12]([C:38]4[CH:45]=[CH:44][C:41]([CH:42]=[O:43])=[CH:40][N:39]=4)[CH:11]=[C:10]([C:24]([NH:26][CH2:27][C:28]4[C:29](=[O:36])[NH:30][C:31]([CH3:35])=[CH:32][C:33]=4[CH3:34])=[O:25])[C:9]=3[CH:8]=[N:7]2)[CH2:5][CH2:4][CH2:3][CH2:2]1. The yield is 0.370. (2) The product is [F:15][C:16]1[CH:17]=[C:18]2[C:22](=[CH:23][CH:24]=1)[NH:21][CH:20]=[C:19]2[C@@H:25]([CH3:29])[CH2:26][CH:27]=[O:28]. The reactants are FC1C=C2C(=CC=1)NC=C2CCC=O.[F:15][C:16]1[CH:17]=[C:18]2[C:22](=[CH:23][CH:24]=1)[NH:21][CH:20]=[C:19]2[C@@H:25]([CH3:29])[CH2:26][CH2:27][OH:28].FC(F)(F)C(O)=O.N1C=CC=CC=1. The catalyst is CCCCCC.CCOC(C)=O.CS(C)=O.ClC1C=CC=CC=1. The yield is 0.900. (3) The reactants are [C:1]1([C:20]2[CH:25]=[CH:24][CH:23]=[CH:22][CH:21]=2)[CH:6]=[CH:5][C:4]([CH2:7][N:8]2[CH:16]=[C:15]3[C:10]([N:11]=[C:12](Cl)[N:13]([CH3:18])[C:14]3=[O:17])=[N:9]2)=[CH:3][CH:2]=1.[NH2:26][C:27]([CH3:31])([CH3:30])[CH2:28][OH:29]. The catalyst is CN(C=O)C. The product is [C:1]1([C:20]2[CH:25]=[CH:24][CH:23]=[CH:22][CH:21]=2)[CH:6]=[CH:5][C:4]([CH2:7][N:8]2[CH:16]=[C:15]3[C:10]([N:11]=[C:12]([NH:26][C:27]([CH3:31])([CH3:30])[CH2:28][OH:29])[N:13]([CH3:18])[C:14]3=[O:17])=[N:9]2)=[CH:3][CH:2]=1. The yield is 0.710. (4) The reactants are S1[CH2:6][CH:5]=[C:4]([C:7]2[CH:12]=[C:11]([F:13])[C:10]([C:14]3[N:19]=[C:18]([C:20]([O:22][CH3:23])=[O:21])[CH:17]=[CH:16][C:15]=3[F:24])=[C:9]([F:25])[CH:8]=2)[CH2:3][CH2:2]1.O[O:27][S:28]([O-:30])=O.[K+]. The catalyst is C(Cl)Cl. The product is [O:27]=[S:28]1(=[O:30])[CH2:2][CH:3]=[C:4]([C:7]2[CH:12]=[C:11]([F:13])[C:10]([C:14]3[N:19]=[C:18]([C:20]([O:22][CH3:23])=[O:21])[CH:17]=[CH:16][C:15]=3[F:24])=[C:9]([F:25])[CH:8]=2)[CH2:5][CH2:6]1. The yield is 1.00. (5) The reactants are [NH2:1][C:2]1[C:10]([Cl:11])=[CH:9][CH:8]=[CH:7][C:3]=1[C:4]([OH:6])=[O:5].FC1C=CC=CC=1C(Cl)=O.[CH3:22][C:23]1[CH:31]=[CH:30][CH:29]=[CH:28][C:24]=1[C:25](Cl)=O. No catalyst specified. The product is [Cl:11][C:10]1[C:2]2[N:1]=[C:22]([C:23]3[CH:31]=[CH:30][CH:29]=[CH:28][C:24]=3[CH3:25])[O:5][C:4](=[O:6])[C:3]=2[CH:7]=[CH:8][CH:9]=1. The yield is 0.410.